This data is from Forward reaction prediction with 1.9M reactions from USPTO patents (1976-2016). The task is: Predict the product of the given reaction. (1) Given the reactants [CH:1]1([N:5]2[CH2:11][CH2:10][C:9]3[S:12][C:13]([CH:15]4[CH2:20][CH2:19][NH:18][CH2:17][CH2:16]4)=[N:14][C:8]=3[CH2:7][CH2:6]2)[CH2:4][CH2:3][CH2:2]1.[CH3:21][C:22]1[N:27]=[CH:26][C:25]([C:28](O)=[O:29])=[CH:24][N:23]=1, predict the reaction product. The product is: [CH:1]1([N:5]2[CH2:11][CH2:10][C:9]3[S:12][C:13]([CH:15]4[CH2:20][CH2:19][N:18]([C:28]([C:25]5[CH:24]=[N:23][C:22]([CH3:21])=[N:27][CH:26]=5)=[O:29])[CH2:17][CH2:16]4)=[N:14][C:8]=3[CH2:7][CH2:6]2)[CH2:2][CH2:3][CH2:4]1. (2) Given the reactants [NH2:1][CH2:2][CH2:3][CH:4]1[CH2:9][CH2:8][N:7]([C:10]([O:12][C:13]([CH3:16])([CH3:15])[CH3:14])=[O:11])[CH2:6][CH2:5]1.CCN(CC)CC.[C:24](Cl)(=[O:27])[CH:25]=[CH2:26].O, predict the reaction product. The product is: [C:24]([NH:1][CH2:2][CH2:3][CH:4]1[CH2:5][CH2:6][N:7]([C:10]([O:12][C:13]([CH3:16])([CH3:15])[CH3:14])=[O:11])[CH2:8][CH2:9]1)(=[O:27])[CH:25]=[CH2:26].